From a dataset of hERG Central: cardiac toxicity at 1µM, 10µM, and general inhibition. Predict hERG channel inhibition at various concentrations. (1) The drug is COc1ccc(CC(C)N2CCN(Cc3ccccc3)CC2)c(OC)c1. Results: hERG_inhib (hERG inhibition (general)): blocker. (2) The molecule is Cc1c(NS(=O)(=O)c2ccc(Cl)c(C(=O)OC(C)C(=O)NCc3ccco3)c2)c(=O)n(-c2ccccc2)n1C. Results: hERG_inhib (hERG inhibition (general)): blocker.